This data is from Full USPTO retrosynthesis dataset with 1.9M reactions from patents (1976-2016). The task is: Predict the reactants needed to synthesize the given product. (1) Given the product [NH2:2][C:3]1[N:10]=[C:9]([C:11]2[C:16]([OH:17])=[CH:15][CH:14]=[CH:13][C:12]=2[O:18][CH2:19][CH:20]2[CH2:21][CH2:22]2)[CH:8]=[C:7]([CH:23]2[CH2:28][CH2:27][CH2:26][N:25]([CH3:31])[CH2:24]2)[C:4]=1[C:5]#[N:6], predict the reactants needed to synthesize it. The reactants are: Cl.[NH2:2][C:3]1[N:10]=[C:9]([C:11]2[C:16]([OH:17])=[CH:15][CH:14]=[CH:13][C:12]=2[O:18][CH2:19][CH:20]2[CH2:22][CH2:21]2)[CH:8]=[C:7]([CH:23]2[CH2:28][CH2:27][CH2:26][NH:25][CH2:24]2)[C:4]=1[C:5]#[N:6].C=O.[C:31]([BH3-])#N.[Na+]. (2) The reactants are: Cl[C:2]1[CH:7]=[CH:6][N:5]=[C:4]2[CH:8]=[C:9]([C:11]([N:13]3[CH2:17][CH2:16][C@@H:15]([O:18][CH3:19])[CH2:14]3)=[O:12])[S:10][C:3]=12.[CH3:20][C:21]1[NH:22][C:23]2[C:28]([C:29]=1[CH3:30])=[CH:27][C:26]([NH2:31])=[CH:25][CH:24]=2. Given the product [CH3:20][C:21]1[NH:22][C:23]2[C:28]([C:29]=1[CH3:30])=[CH:27][C:26]([NH:31][C:2]1[CH:7]=[CH:6][N:5]=[C:4]3[CH:8]=[C:9]([C:11]([N:13]4[CH2:17][CH2:16][C@@H:15]([O:18][CH3:19])[CH2:14]4)=[O:12])[S:10][C:3]=13)=[CH:25][CH:24]=2, predict the reactants needed to synthesize it.